Dataset: Forward reaction prediction with 1.9M reactions from USPTO patents (1976-2016). Task: Predict the product of the given reaction. (1) Given the reactants [Cl:1][C:2]1[CH:7]=[C:6]([Cl:8])[CH:5]=[C:4]([Cl:9])[C:3]=1Br.[CH3:11][O:12][C:13]1[CH:18]=[CH:17][CH:16]=[CH:15][C:14]=1B(O)O.C(=O)([O-])[O-].[K+].[K+], predict the reaction product. The product is: [CH3:11][O:12][C:13]1[C:14]([C:3]2[C:2]([Cl:1])=[CH:7][C:6]([Cl:8])=[CH:5][C:4]=2[Cl:9])=[CH:15][CH:16]=[CH:17][CH:18]=1. (2) The product is: [N+:8]([C:7]1[C:2]([NH2:11])=[N:3][CH:4]=[CH:5][CH:6]=1)([O-:10])=[O:9]. Given the reactants Cl[C:2]1[C:7]([N+:8]([O-:10])=[O:9])=[CH:6][CH:5]=[CH:4][N:3]=1.[NH3:11], predict the reaction product. (3) Given the reactants [CH2:1]([O:8][N:9]1[C:14]2[N:15]=[CH:16][N:17]=[C:18](Cl)[C:13]=2[C:12]([OH:20])=[C:11](C(OCC)=O)[C:10]1=[O:26])[C:2]1[CH:7]=[CH:6][CH:5]=[CH:4][CH:3]=1.[O:27]1CCOCC1.Cl.C(OCC)(=O)C, predict the reaction product. The product is: [CH2:1]([O:8][N:9]1[C:14]2[N:15]=[CH:16][N:17]=[C:18]([OH:27])[C:13]=2[C:12]([OH:20])=[CH:11][C:10]1=[O:26])[C:2]1[CH:7]=[CH:6][CH:5]=[CH:4][CH:3]=1. (4) Given the reactants [OH:1][CH:2]1[CH2:7][CH2:6][NH:5][CH2:4][CH2:3]1.[CH3:8][CH:9]([CH3:41])[CH2:10][CH2:11][NH:12][C:13]([N:15]1[C:23]2[C:18](=[CH:19][C:20]([O:24][C:25]3[CH:30]=[CH:29][N:28]=[C:27]([NH:31][C:32](=[O:40])OC4C=CC=CC=4)[CH:26]=3)=[CH:21][CH:22]=2)[CH:17]=[CH:16]1)=[O:14].CC(C)CCNC(N1C2C(=CC(OC3C=CN=C(NC(N4CCC(N5CCCC5)CC4)=O)C=3)=CC=2)C=C1)=O, predict the reaction product. The product is: [CH3:41][CH:9]([CH3:8])[CH2:10][CH2:11][NH:12][C:13]([N:15]1[C:23]2[C:18](=[CH:19][C:20]([O:24][C:25]3[CH:30]=[CH:29][N:28]=[C:27]([NH:31][C:32]([N:5]4[CH2:6][CH2:7][CH:2]([OH:1])[CH2:3][CH2:4]4)=[O:40])[CH:26]=3)=[CH:21][CH:22]=2)[CH:17]=[CH:16]1)=[O:14].